From a dataset of Forward reaction prediction with 1.9M reactions from USPTO patents (1976-2016). Predict the product of the given reaction. (1) Given the reactants Br[C:2]1[CH:7]=[CH:6][C:5]([C@@H:8]2[CH2:11][C@H:10]([OH:12])[CH2:9]2)=[CH:4][CH:3]=1.[B:13]1([B:13]2[O:17][C:16]([CH3:19])([CH3:18])[C:15]([CH3:21])([CH3:20])[O:14]2)[O:17][C:16]([CH3:19])([CH3:18])[C:15]([CH3:21])([CH3:20])[O:14]1.C([O-])(=O)C.[K+], predict the reaction product. The product is: [CH3:20][C:15]1([CH3:21])[C:16]([CH3:19])([CH3:18])[O:17][B:13]([C:2]2[CH:7]=[CH:6][C:5]([C@@H:8]3[CH2:11][C@H:10]([OH:12])[CH2:9]3)=[CH:4][CH:3]=2)[O:14]1. (2) Given the reactants [NH2:1][CH2:2][CH2:3][O:4][Si](C(C)(C)C)(C1C=CC=CC=1)C1C=CC=CC=1.[C:22]([O:33][C@H:34]([CH2:39][CH2:40][CH2:41][CH2:42][CH2:43][CH2:44][CH2:45][CH2:46][CH2:47][CH2:48][CH3:49])[CH2:35][C:36]([OH:38])=O)(=[O:32])[CH2:23][CH2:24][CH2:25][CH2:26][CH2:27][CH2:28][CH2:29][CH2:30][CH3:31].C(Cl)CCl.CI.CCCC[N+](CCCC)(CCCC)CCCC.[F-], predict the reaction product. The product is: [C:22]([O:33][C@H:34]([CH2:39][CH2:40][CH2:41][CH2:42][CH2:43][CH2:44][CH2:45][CH2:46][CH2:47][CH2:48][CH3:49])[CH2:35][C:36]([NH:1][CH2:2][CH2:3][OH:4])=[O:38])(=[O:32])[CH2:23][CH2:24][CH2:25][CH2:26][CH2:27][CH2:28][CH2:29][CH2:30][CH3:31]. (3) Given the reactants [CH3:1][S:2]([N:5]1[CH2:10][CH:9]=[C:8]([C:11]2[CH:12]=[C:13]3[CH2:19][C@H:18]([CH:20]4[CH2:25][CH2:24][N:23]([C:26]#[N:27])[CH2:22][CH2:21]4)[O:17][C:14]3=[CH:15][N:16]=2)[CH2:7][CH2:6]1)(=[O:4])=[O:3].Cl.[NH2:29][OH:30], predict the reaction product. The product is: [OH:30][NH:29][C:26]([N:23]1[CH2:24][CH2:25][CH:20]([C@@H:18]2[O:17][C:14]3=[CH:15][N:16]=[C:11]([C:8]4[CH2:9][CH2:10][N:5]([S:2]([CH3:1])(=[O:4])=[O:3])[CH2:6][CH:7]=4)[CH:12]=[C:13]3[CH2:19]2)[CH2:21][CH2:22]1)=[NH:27]. (4) Given the reactants [NH:1]1[CH2:6][CH2:5][O:4][CH2:3][CH2:2]1.[NH2:7][C:8]1[S:9][C:10]([CH3:18])=[C:11]([CH2:13][C:14](OC)=[O:15])[N:12]=1, predict the reaction product. The product is: [CH3:18][C:10]1[S:9][C:8]([NH2:7])=[N:12][C:11]=1[CH2:13][C:14]([N:1]1[CH2:6][CH2:5][O:4][CH2:3][CH2:2]1)=[O:15]. (5) Given the reactants [F:1][C:2]1[CH:7]=[CH:6][C:5]([C:8]2[O:9][CH:10]=[C:11]([C:13]([CH3:17])([CH3:16])[CH2:14][NH2:15])[N:12]=2)=[CH:4][CH:3]=1.[F:18][C:19]([F:37])([F:36])[C:20]([C:22]1[O:26][CH:25]=[C:24]([C:27]2[CH:28]=[C:29]([CH:33]=[CH:34][CH:35]=2)[C:30](O)=[O:31])[CH:23]=1)=[O:21], predict the reaction product. The product is: [F:1][C:2]1[CH:3]=[CH:4][C:5]([C:8]2[O:9][CH:10]=[C:11]([C:13]([CH3:17])([CH3:16])[CH2:14][NH:15][C:30](=[O:31])[C:29]3[CH:33]=[CH:34][CH:35]=[C:27]([C:24]4[CH:23]=[C:22]([C:20](=[O:21])[C:19]([F:18])([F:36])[F:37])[O:26][CH:25]=4)[CH:28]=3)[N:12]=2)=[CH:6][CH:7]=1. (6) Given the reactants [F:1][C:2]1[CH:38]=[CH:37][C:5]([CH2:6][CH2:7][NH:8][C:9](=[N:11][C:12]2[CH:20]=[C:19]3[C:15]([CH2:16][C@@H:17]([OH:36])[C@@H:18]3[NH:21][C:22]([C:24]3[CH:29]=[CH:28][C:27]([C:30]4[CH:35]=[CH:34][CH:33]=[CH:32][CH:31]=4)=[CH:26][CH:25]=3)=[O:23])=[CH:14][CH:13]=2)[CH3:10])=[CH:4][CH:3]=1.O, predict the reaction product. The product is: [OH2:23].[F:1][C:2]1[CH:3]=[CH:4][C:5]([CH2:6][CH2:7][NH:8][C:9](=[N:11][C:12]2[CH:20]=[C:19]3[C:15]([CH2:16][C@@H:17]([OH:36])[C@@H:18]3[NH:21][C:22]([C:24]3[CH:29]=[CH:28][C:27]([C:30]4[CH:31]=[CH:32][CH:33]=[CH:34][CH:35]=4)=[CH:26][CH:25]=3)=[O:23])=[CH:14][CH:13]=2)[CH3:10])=[CH:37][CH:38]=1.[C:27]1([C:30]2[CH:31]=[CH:32][CH:33]=[CH:34][CH:35]=2)[CH:26]=[CH:25][C:24]([C:22]([NH:21][C@@H:18]2[C:19]3[C:15](=[CH:14][CH:13]=[C:12]([N:11]=[C:9]([NH:8][CH2:7][CH2:6][C:5]4[CH:37]=[CH:38][C:2]([F:1])=[CH:3][CH:4]=4)[CH3:10])[CH:20]=3)[CH2:16][C@H:17]2[OH:36])=[O:23])=[CH:29][CH:28]=1. (7) Given the reactants [C:1]([C:4]1[C:9]2[N:10]=[C:11]([C:13]3[CH:18]=[CH:17][C:16]([O:19]C)=[CH:15][CH:14]=3)[S:12][C:8]=2[CH:7]=[C:6]([O:21]C)[CH:5]=1)([OH:3])=[O:2].B(Br)(Br)Br, predict the reaction product. The product is: [C:1]([C:4]1[C:9]2[N:10]=[C:11]([C:13]3[CH:18]=[CH:17][C:16]([OH:19])=[CH:15][CH:14]=3)[S:12][C:8]=2[CH:7]=[C:6]([OH:21])[CH:5]=1)([OH:3])=[O:2]. (8) The product is: [Cl:1][C:2]1[CH:7]=[CH:6][C:5]([C@H:8]2[N:15]3[C:11]([S:12][C:13]([C:19]([N:32]([O:33][CH3:34])[CH3:31])=[O:21])=[C:14]3[CH:16]([CH3:17])[CH3:18])=[N:10][C@:9]2([C:23]2[CH:28]=[CH:27][C:26]([Cl:29])=[CH:25][CH:24]=2)[CH3:22])=[CH:4][CH:3]=1. Given the reactants [Cl:1][C:2]1[CH:7]=[CH:6][C:5]([C@H:8]2[N:15]3[C:11]([S:12][C:13]([C:19]([OH:21])=O)=[C:14]3[CH:16]([CH3:18])[CH3:17])=[N:10][C@:9]2([C:23]2[CH:28]=[CH:27][C:26]([Cl:29])=[CH:25][CH:24]=2)[CH3:22])=[CH:4][CH:3]=1.Cl.[CH3:31][NH:32][O:33][CH3:34], predict the reaction product.